From a dataset of Catalyst prediction with 721,799 reactions and 888 catalyst types from USPTO. Predict which catalyst facilitates the given reaction. (1) Reactant: [Cl:1][C:2]1[CH:7]=[C:6]([O:8][C:9]2[CH:18]=[CH:17][C:16]3[C:15]4[C:19]5[NH:26][CH2:25][C@@H:24]([CH3:27])[NH:23][C:22](=[O:28])[C:20]=5[S:21][C:14]=4[CH:13]=[CH:12][C:11]=3[N:10]=2)[N:5]=[C:4]([C:29](OC)=[O:30])[N:3]=1.[H-].C([Al+]CC(C)C)C(C)C. Product: [Cl:1][C:2]1[N:3]=[C:4]([CH2:29][OH:30])[N:5]=[C:6]([O:8][C:9]2[CH:18]=[CH:17][C:16]3[C:15]4[C:19]5[NH:26][CH2:25][C@@H:24]([CH3:27])[NH:23][C:22](=[O:28])[C:20]=5[S:21][C:14]=4[CH:13]=[CH:12][C:11]=3[N:10]=2)[CH:7]=1. The catalyst class is: 7. (2) Reactant: Br[C:2]1[CH:7]=[CH:6][C:5]([CH2:8][NH:9][C:10]([O:12][C:13]([CH3:16])([CH3:15])[CH3:14])=[O:11])=[CH:4][N:3]=1.[Br-].[CH:18]1([CH2:24][Zn+])[CH2:23][CH2:22][CH2:21][CH2:20][CH2:19]1. Product: [C:13]([O:12][C:10]([NH:9][CH2:8][C:5]1[CH:4]=[N:3][C:2]([CH2:24][CH:18]2[CH2:23][CH2:22][CH2:21][CH2:20][CH2:19]2)=[CH:7][CH:6]=1)=[O:11])([CH3:16])([CH3:15])[CH3:14]. The catalyst class is: 49.